From a dataset of Catalyst prediction with 721,799 reactions and 888 catalyst types from USPTO. Predict which catalyst facilitates the given reaction. (1) Product: [Br:4][C:5]1[CH:6]=[C:7]([CH:8]=[CH:9][CH:10]=1)[CH2:11][C:12]1[C:14]2[C:15](=[C:16]([CH3:20])[NH:17][C:18]=2[CH3:19])[C:21](=[O:23])[NH:2][N:3]=1. The catalyst class is: 15. Reactant: O.[NH2:2][NH2:3].[Br:4][C:5]1[CH:6]=[C:7]([CH2:11][C:12]([C:14]2[C:15]([C:21]([O:23]C)=O)=[C:16]([CH3:20])[NH:17][C:18]=2[CH3:19])=O)[CH:8]=[CH:9][CH:10]=1. (2) Reactant: [F:1][C:2]1([F:20])[CH2:7][CH2:6][CH:5]([CH2:8][C@H:9]([NH:12][C:13](=[O:19])[O:14][C:15]([CH3:18])([CH3:17])[CH3:16])[CH2:10][OH:11])[CH2:4][CH2:3]1.CCN(CC)CC.[CH3:28][S:29](Cl)(=[O:31])=[O:30].[OH2:33]. Product: [C:15]([O:14][C:13]([NH:12][C@@H:9]([CH2:8][CH:5]1[CH2:6][CH2:7][C:2]([F:20])([F:1])[CH2:3][CH2:4]1)[CH2:10][CH2:28][S:29]([OH:31])(=[O:33])=[O:30])=[O:19])([CH3:18])([CH3:17])[CH3:16].[CH3:28][S:29]([OH:31])(=[O:11])=[O:30]. The catalyst class is: 2. (3) Product: [Cl:42][C:25]1[CH:24]=[C:23]([NH:22][C:19]2[C:20]3[N:12]([CH2:11][CH2:10][OH:9])[CH:13]=[CH:14][C:15]=3[N:16]=[CH:17][N:18]=2)[CH:41]=[CH:40][C:26]=1[O:27][C:28]1[CH:29]=[C:30]2[C:34](=[CH:35][CH:36]=1)[C:33](=[O:37])[NH:32][C:31]2([CH3:39])[CH3:38]. The catalyst class is: 32. Reactant: C([O:9][CH2:10][CH2:11][N:12]1[C:20]2[C:19](Cl)=[N:18][CH:17]=[N:16][C:15]=2[CH:14]=[CH:13]1)(=O)C1C=CC=CC=1.[NH2:22][C:23]1[CH:41]=[CH:40][C:26]([O:27][C:28]2[CH:29]=[C:30]3[C:34](=[CH:35][CH:36]=2)[C:33](=[O:37])[NH:32][C:31]3([CH3:39])[CH3:38])=[C:25]([Cl:42])[CH:24]=1.C(=O)([O-])O.[Na+]. (4) Reactant: [Cl:1][C:2]1[CH:3]=[C:4]([C:10]2[CH:11]=[C:12]([CH:16]([NH:20][S:21]([CH2:24][CH3:25])(=[O:23])=[O:22])[CH:17]3[CH2:19][CH2:18]3)[CH:13]=[N:14][CH:15]=2)[CH:5]=[CH:6][C:7]=1[C:8]#[N:9].[H-].[Na+].I[CH2:29][CH3:30]. Product: [Cl:1][C:2]1[CH:3]=[C:4]([C:10]2[CH:11]=[C:12]([CH:16]([N:20]([CH2:29][CH3:30])[S:21]([CH2:24][CH3:25])(=[O:23])=[O:22])[CH:17]3[CH2:19][CH2:18]3)[CH:13]=[N:14][CH:15]=2)[CH:5]=[CH:6][C:7]=1[C:8]#[N:9]. The catalyst class is: 3. (5) Reactant: [CH3:1][O:2][C:3]([C@@H:5]([N:13]1[CH2:21][C:17]2[CH:18]=[CH:19][S:20][C:16]=2[CH2:15][CH2:14]1)[C:6]1[CH:7]=[CH:8][CH:9]=[CH:10][C:11]=1[Cl:12])=[O:4].[S:22](=[O:26])(=[O:25])([OH:24])[OH:23]. Product: [CH3:1][O:2][C:3]([C@@H:5]([N:13]1[CH2:21][C:17]2[CH:18]=[CH:19][S:20][C:16]=2[CH2:15][CH2:14]1)[C:6]1[C:11]([Cl:12])=[CH:10][CH:9]=[CH:8][CH:7]=1)=[O:4].[OH:25][S:22]([OH:26])(=[O:24])=[O:23]. The catalyst class is: 868. (6) Reactant: [C:1]1([CH2:7][OH:8])[CH2:6][CH2:5][CH2:4][CH2:3][CH:2]=1.[H-].[Na+].Cl[CH2:12][C:13]1[CH:18]=[CH:17][C:16]([O:19][CH3:20])=[CH:15][CH:14]=1. Product: [C:1]1([CH2:7][O:8][CH2:12][C:13]2[CH:18]=[CH:17][C:16]([O:19][CH3:20])=[CH:15][CH:14]=2)[CH2:6][CH2:5][CH2:4][CH2:3][CH:2]=1. The catalyst class is: 9.